From a dataset of NCI-60 drug combinations with 297,098 pairs across 59 cell lines. Regression. Given two drug SMILES strings and cell line genomic features, predict the synergy score measuring deviation from expected non-interaction effect. (1) Drug 1: CN(C)C1=NC(=NC(=N1)N(C)C)N(C)C. Drug 2: C1=CC(=CC=C1C#N)C(C2=CC=C(C=C2)C#N)N3C=NC=N3. Cell line: SK-MEL-2. Synergy scores: CSS=-1.91, Synergy_ZIP=0.416, Synergy_Bliss=-0.829, Synergy_Loewe=-5.30, Synergy_HSA=-4.14. (2) Drug 1: CC1=C(C=C(C=C1)NC2=NC=CC(=N2)N(C)C3=CC4=NN(C(=C4C=C3)C)C)S(=O)(=O)N.Cl. Synergy scores: CSS=50.2, Synergy_ZIP=5.04, Synergy_Bliss=8.38, Synergy_Loewe=-34.9, Synergy_HSA=7.91. Drug 2: CCC1=CC2CC(C3=C(CN(C2)C1)C4=CC=CC=C4N3)(C5=C(C=C6C(=C5)C78CCN9C7C(C=CC9)(C(C(C8N6C)(C(=O)OC)O)OC(=O)C)CC)OC)C(=O)OC.C(C(C(=O)O)O)(C(=O)O)O. Cell line: HCT116. (3) Drug 1: CC1C(C(=O)NC(C(=O)N2CCCC2C(=O)N(CC(=O)N(C(C(=O)O1)C(C)C)C)C)C(C)C)NC(=O)C3=C4C(=C(C=C3)C)OC5=C(C(=O)C(=C(C5=N4)C(=O)NC6C(OC(=O)C(N(C(=O)CN(C(=O)C7CCCN7C(=O)C(NC6=O)C(C)C)C)C)C(C)C)C)N)C. Drug 2: CC(C)(C#N)C1=CC(=CC(=C1)CN2C=NC=N2)C(C)(C)C#N. Cell line: DU-145. Synergy scores: CSS=3.93, Synergy_ZIP=1.11, Synergy_Bliss=-2.16, Synergy_Loewe=-2.78, Synergy_HSA=-4.62.